Dataset: Forward reaction prediction with 1.9M reactions from USPTO patents (1976-2016). Task: Predict the product of the given reaction. (1) Given the reactants Br[C:2]1[CH:3]=[CH:4][C:5]2[C:6]3[CH2:16][N:15]([C:17]([O:19][C:20]([CH3:23])([CH3:22])[CH3:21])=[O:18])[CH2:14][CH2:13][CH2:12][C:7]=3[N:8]([CH3:11])[C:9]=2[CH:10]=1.[F:24][C:25]([F:42])([F:41])[C:26]1[N:31]=[CH:30][C:29]([CH2:32][O:33][C:34]2[CH:39]=[N:38][NH:37][C:36](=[O:40])[CH:35]=2)=[CH:28][CH:27]=1.C([O-])([O-])=O.[Cs+].[Cs+].OC1C=CC=C2C=1N=CC=C2, predict the reaction product. The product is: [CH3:11][N:8]1[C:9]2[CH:10]=[C:2]([N:37]3[C:36](=[O:40])[CH:35]=[C:34]([O:33][CH2:32][C:29]4[CH:30]=[N:31][C:26]([C:25]([F:24])([F:41])[F:42])=[CH:27][CH:28]=4)[CH:39]=[N:38]3)[CH:3]=[CH:4][C:5]=2[C:6]2[CH2:16][N:15]([C:17]([O:19][C:20]([CH3:23])([CH3:22])[CH3:21])=[O:18])[CH2:14][CH2:13][CH2:12][C:7]1=2. (2) Given the reactants C[Si](C)(C)[N-][Si](C)(C)C.[Li+].[F:11][CH:12]([C:25]1[CH:29]=[C:28]([CH3:30])[N:27]([CH:31]2[CH2:36][CH2:35][CH2:34][CH2:33][O:32]2)[N:26]=1)S(C1SC2C=CC=CC=2N=1)(=O)=O.[CH:37]([C:39]1[CH:44]=[CH:43][C:42]([S:45][C:46]([CH3:55])([CH3:54])[C:47]([O:49][C:50]([CH3:53])([CH3:52])[CH3:51])=[O:48])=[CH:41][CH:40]=1)=O.[Cl-].[NH4+], predict the reaction product. The product is: [F:11]/[C:12](/[C:25]1[CH:29]=[C:28]([CH3:30])[N:27]([CH:31]2[CH2:36][CH2:35][CH2:34][CH2:33][O:32]2)[N:26]=1)=[CH:37]\[C:39]1[CH:40]=[CH:41][C:42]([S:45][C:46]([CH3:55])([CH3:54])[C:47]([O:49][C:50]([CH3:53])([CH3:52])[CH3:51])=[O:48])=[CH:43][CH:44]=1. (3) Given the reactants [F:1][C:2]1[CH:7]=[C:6]([O:8]C)[CH:5]=[C:4]([F:10])[C:3]=1[C:11]1[N:12]([S:29]([C:32]([F:35])([F:34])[F:33])(=[O:31])=[O:30])[C:13]2[C:18]([CH:19]=1)=[CH:17][C:16]([C:20]1[CH:27]=[CH:26][C:23]([C:24]#[N:25])=[CH:22][C:21]=1[CH3:28])=[CH:15][CH:14]=2.[Li+].[I-].Cl, predict the reaction product. The product is: [F:10][C:4]1[CH:5]=[C:6]([OH:8])[CH:7]=[C:2]([F:1])[C:3]=1[C:11]1[N:12]([S:29]([C:32]([F:34])([F:33])[F:35])(=[O:31])=[O:30])[C:13]2[C:18]([CH:19]=1)=[CH:17][C:16]([C:20]1[CH:27]=[CH:26][C:23]([C:24]#[N:25])=[CH:22][C:21]=1[CH3:28])=[CH:15][CH:14]=2. (4) Given the reactants [Cl:1][C:2]1[CH:24]=[CH:23][C:5]([O:6][CH2:7][C:8]([CH:10]2[CH2:15][CH2:14][N:13](C(OC(C)(C)C)=O)[CH2:12][CH2:11]2)=[O:9])=[C:4]([NH:25][C:26]([NH2:28])=[O:27])[CH:3]=1, predict the reaction product. The product is: [Cl:1][C:2]1[CH:24]=[CH:23][C:5]([O:6][CH2:7][C:8](=[O:9])[CH:10]2[CH2:15][CH2:14][NH:13][CH2:12][CH2:11]2)=[C:4]([NH:25][C:26]([NH2:28])=[O:27])[CH:3]=1. (5) Given the reactants C[O-].[Na+].[C:4]([C@H:6]1[CH2:10][CH2:9][CH2:8][N:7]1[C:11]([O:13][CH2:14][C:15]1[CH:20]=[CH:19][CH:18]=[CH:17][CH:16]=1)=[O:12])#[N:5].[Cl-].[NH4+:22].[CH3:23][C:24]1([CH3:35])[CH2:29][CH:28]([C:30](OC)=[O:31])[C:27](=O)[CH2:26][CH2:25]1, predict the reaction product. The product is: [OH:31][C:30]1[C:28]2[CH2:29][C:24]([CH3:35])([CH3:23])[CH2:25][CH2:26][C:27]=2[N:22]=[C:4]([C@H:6]2[CH2:10][CH2:9][CH2:8][N:7]2[C:11]([O:13][CH2:14][C:15]2[CH:20]=[CH:19][CH:18]=[CH:17][CH:16]=2)=[O:12])[N:5]=1. (6) Given the reactants [F:1][C:2]1[CH:3]=[C:4]([OH:9])[CH:5]=[C:6]([F:8])[CH:7]=1.C(=O)([O-])[O-].[K+].[K+].I[CH:17]([CH3:19])[CH3:18], predict the reaction product. The product is: [F:1][C:2]1[CH:3]=[C:4]([O:9][CH:17]([CH3:19])[CH3:18])[CH:5]=[C:6]([F:8])[CH:7]=1. (7) Given the reactants [N+:1]([C:4]1[CH:9]=[CH:8][CH:7]=[CH:6][C:5]=1[NH:10][CH2:11][C@@H:12]1[CH2:16][CH2:15][N:14](C(OC(C)(C)C)=O)[CH2:13]1)([O-:3])=[O:2].[ClH:24].CO, predict the reaction product. The product is: [ClH:24].[N+:1]([C:4]1[CH:9]=[CH:8][CH:7]=[CH:6][C:5]=1[NH:10][CH2:11][C@@H:12]1[CH2:16][CH2:15][NH:14][CH2:13]1)([O-:3])=[O:2]. (8) Given the reactants [H-].[Al+3].[Li+].[H-].[H-].[H-].[CH3:7][C:8]1([C:13]2[O:17][CH:16]=[C:15]([C:18](O)=[O:19])[CH:14]=2)[O:12][CH2:11][CH2:10][O:9]1.O, predict the reaction product. The product is: [CH3:7][C:8]1([C:13]2[O:17][CH:16]=[C:15]([CH2:18][OH:19])[CH:14]=2)[O:9][CH2:10][CH2:11][O:12]1. (9) Given the reactants [CH2:1]([Mg]Br)[CH3:2].Cl[C:6]1[C:11]([NH2:12])=[C:10](Cl)[N:9]=[C:8]([CH3:14])[N:7]=1.O1CC[CH2:17][CH2:16]1, predict the reaction product. The product is: [CH2:16]([C:6]1[C:11]([NH2:12])=[C:10]([CH2:1][CH3:2])[N:9]=[C:8]([CH3:14])[N:7]=1)[CH3:17].